This data is from Forward reaction prediction with 1.9M reactions from USPTO patents (1976-2016). The task is: Predict the product of the given reaction. (1) Given the reactants [Cl-].O[NH3+:3].[C:4](=[O:7])([O-])[OH:5].[Na+].CS(C)=O.[OH:13][CH2:14][CH2:15][N:16]1[CH2:21][CH2:20][CH:19]([N:22]2[C:27](=[O:28])[C:26]([CH2:29][C:30]3[CH:35]=[CH:34][C:33]([C:36]4[C:37]([C:42]#[N:43])=[CH:38][CH:39]=[CH:40][CH:41]=4)=[CH:32][CH:31]=3)=[C:25]([CH2:44][CH2:45][CH3:46])[N:24]3[N:47]=[CH:48][N:49]=[C:23]23)[CH2:18][CH2:17]1, predict the reaction product. The product is: [OH:13][CH2:14][CH2:15][N:16]1[CH2:17][CH2:18][CH:19]([N:22]2[C:27](=[O:28])[C:26]([CH2:29][C:30]3[CH:35]=[CH:34][C:33]([C:36]4[CH:41]=[CH:40][CH:39]=[CH:38][C:37]=4[C:42]4[NH:3][C:4](=[O:7])[O:5][N:43]=4)=[CH:32][CH:31]=3)=[C:25]([CH2:44][CH2:45][CH3:46])[N:24]3[N:47]=[CH:48][N:49]=[C:23]23)[CH2:20][CH2:21]1. (2) Given the reactants Cl[C:2]1[CH:3]=[CH:4][N:5]2[C:10]([C:11]=1[CH3:12])=[C:9]([CH:13]1[CH2:15][CH2:14]1)[CH:8]=[C:7]([C:16]([O:18][CH3:19])=[O:17])[C:6]2=[O:20].[Cl:21][C:22]1[CH:28]=[C:27](B2OC(C)(C)C(C)(C)O2)[CH:26]=[CH:25][C:23]=1[NH2:24], predict the reaction product. The product is: [NH2:24][C:23]1[CH:25]=[CH:26][C:27]([C:2]2[CH:3]=[CH:4][N:5]3[C:10]([C:11]=2[CH3:12])=[C:9]([CH:13]2[CH2:15][CH2:14]2)[CH:8]=[C:7]([C:16]([O:18][CH3:19])=[O:17])[C:6]3=[O:20])=[CH:28][C:22]=1[Cl:21]. (3) Given the reactants [O:1]1[C:5]2[CH:6]=[CH:7][C:8]([C:10]3[NH:11][C:12]4[N:13]([N:17]=[CH:18][C:19]=4[C:20]([NH2:22])=[O:21])[C:14](=[O:16])[CH:15]=3)=[CH:9][C:4]=2[O:3][CH2:2]1.Br[CH2:24][CH:25](OCC)OCC, predict the reaction product. The product is: [O:1]1[C:5]2[CH:6]=[CH:7][C:8]([C:10]3[NH:11][C:12]4[N:13]([N:17]=[CH:18][C:19]=4[C:20]4[O:21][CH:24]=[CH:25][N:22]=4)[C:14](=[O:16])[CH:15]=3)=[CH:9][C:4]=2[O:3][CH2:2]1.